From a dataset of Reaction yield outcomes from USPTO patents with 853,638 reactions. Predict the reaction yield, written as a fraction of the theoretical maximum amount of product (1.0 means a 100% yield; for example, 0.34 means a 34% yield). (1) The catalyst is CC(O)CCC.O. The yield is 0.580. The reactants are [NH2:1][C:2]1[CH:14]=[CH:13][C:5]([N:6]([CH2:10][CH2:11][OH:12])[CH2:7][CH2:8][OH:9])=[CH:4][C:3]=1[O:15][CH3:16].O.CC1C=CC(S(O)(=O)=O)=CC=1.Cl[C:30]1[N:35]=[C:34]([C:36]2[N:40]3[CH:41]=[CH:42][CH:43]=[C:44]([F:45])[C:39]3=[N:38][CH:37]=2)[C:33]([Cl:46])=[CH:32][N:31]=1.C([O-])(O)=O.[Na+]. The product is [Cl:46][C:33]1[C:34]([C:36]2[N:40]3[CH:41]=[CH:42][CH:43]=[C:44]([F:45])[C:39]3=[N:38][CH:37]=2)=[N:35][C:30]([NH:1][C:2]2[CH:14]=[CH:13][C:5]([N:6]([CH2:7][CH2:8][OH:9])[CH2:10][CH2:11][OH:12])=[CH:4][C:3]=2[O:15][CH3:16])=[N:31][CH:32]=1. (2) The reactants are O.[NH2:2][NH2:3].[CH2:4]([O:6][C:7](=[O:18])[C:8]([CH:10]1[CH2:14][CH2:13][C:12]([CH3:16])([CH3:15])[C:11]1=O)=O)[CH3:5]. The catalyst is CCO. The product is [CH2:4]([O:6][C:7]([C:8]1[C:10]2[CH2:14][CH2:13][C:12]([CH3:16])([CH3:15])[C:11]=2[NH:3][N:2]=1)=[O:18])[CH3:5]. The yield is 0.712. (3) The reactants are [O:1]1[CH2:6][CH2:5][CH:4]([CH2:7][CH2:8][N:9]2[C:14]3=[N:15][C:16]([Sn](C)(C)C)=[CH:17][N:18]=[C:13]3[NH:12][CH2:11][C:10]2=[O:23])[CH2:3][CH2:2]1.Br[C:25]1[N:30]=[C:29]2[N:31]([CH2:36][CH2:37][CH:38]3[CH2:43][CH2:42]OCC3)C(=O)CNC2=NC=1.C[Sn](C)C.C[Sn](C)C. The catalyst is C1C=CC([P]([Pd]([P](C2C=CC=CC=2)(C2C=CC=CC=2)C2C=CC=CC=2)([P](C2C=CC=CC=2)(C2C=CC=CC=2)C2C=CC=CC=2)[P](C2C=CC=CC=2)(C2C=CC=CC=2)C2C=CC=CC=2)(C2C=CC=CC=2)C2C=CC=CC=2)=CC=1.O1CCOCC1. The product is [NH:31]1[C:29]2=[N:30][CH:25]=[C:42]([C:16]3[N:15]=[C:14]4[N:9]([CH2:8][CH2:7][CH:4]5[CH2:5][CH2:6][O:1][CH2:2][CH2:3]5)[C:10](=[O:23])[CH2:11][NH:12][C:13]4=[N:18][CH:17]=3)[CH:43]=[C:38]2[CH:37]=[CH:36]1. The yield is 0.546. (4) The reactants are [F:1][C:2]([F:15])([F:14])[S:3]([O:6]S(C(F)(F)F)(=O)=O)(=[O:5])=[O:4].N1C=CC=CC=1.O[CH2:23][C:24]([CH3:46])([CH3:45])[O:25][C:26]1[C:27]([CH2:37][CH2:38][C:39]2[CH:44]=[CH:43][CH:42]=[CH:41][CH:40]=2)=[C:28]2[C:33](=[CH:34][CH:35]=1)[C:32](=[O:36])[CH2:31][CH2:30][CH2:29]2. The catalyst is ClCCl. The product is [F:1][C:2]([F:15])([F:14])[S:3]([O:6][CH2:45][C:24]([CH3:46])([O:25][C:26]1[CH:35]=[CH:34][C:33]2[C:32](=[O:36])[CH2:31][CH2:30][CH2:29][C:28]=2[C:27]=1[CH2:37][CH2:38][C:39]1[CH:40]=[CH:41][CH:42]=[CH:43][CH:44]=1)[CH3:23])(=[O:5])=[O:4]. The yield is 0.900.